From a dataset of Peptide-MHC class I binding affinity with 185,985 pairs from IEDB/IMGT. Regression. Given a peptide amino acid sequence and an MHC pseudo amino acid sequence, predict their binding affinity value. This is MHC class I binding data. (1) The peptide sequence is TFVPIAWAAAY. The MHC is HLA-B51:01 with pseudo-sequence HLA-B51:01. The binding affinity (normalized) is 0.0847. (2) The peptide sequence is DEQEFFYSQ. The MHC is HLA-B15:17 with pseudo-sequence HLA-B15:17. The binding affinity (normalized) is 0.0847. (3) The peptide sequence is HYVQMAIIKL. The MHC is Patr-A0901 with pseudo-sequence Patr-A0901. The binding affinity (normalized) is 0.202. (4) The peptide sequence is RVITAPPYY. The MHC is HLA-B46:01 with pseudo-sequence HLA-B46:01. The binding affinity (normalized) is 0.0847. (5) The peptide sequence is ILIDTSAWV. The MHC is HLA-A69:01 with pseudo-sequence HLA-A69:01. The binding affinity (normalized) is 0.440. (6) The peptide sequence is SILSPFLPL. The MHC is HLA-A68:01 with pseudo-sequence HLA-A68:01. The binding affinity (normalized) is 0.